This data is from Full USPTO retrosynthesis dataset with 1.9M reactions from patents (1976-2016). The task is: Predict the reactants needed to synthesize the given product. (1) Given the product [CH2:1]([O:8][C:9]1[CH:30]=[CH:29][C:12]([CH2:13][N:14]([N:24]2[CH:28]=[N:27][N:26]=[CH:25]2)[C:15]2[CH:16]=[C:17]([C:36]3[CH:37]=[CH:38][C:33]([C:31]#[N:32])=[CH:34][CH:35]=3)[C:18]([C:19]#[N:20])=[CH:21][CH:22]=2)=[CH:11][CH:10]=1)[C:2]1[CH:7]=[CH:6][CH:5]=[CH:4][CH:3]=1, predict the reactants needed to synthesize it. The reactants are: [CH2:1]([O:8][C:9]1[CH:30]=[CH:29][C:12]([CH2:13][N:14]([N:24]2[CH:28]=[N:27][N:26]=[CH:25]2)[C:15]2[CH:22]=[CH:21][C:18]([C:19]#[N:20])=[C:17](Br)[CH:16]=2)=[CH:11][CH:10]=1)[C:2]1[CH:7]=[CH:6][CH:5]=[CH:4][CH:3]=1.[C:31]([C:33]1[CH:38]=[CH:37][C:36](B(O)O)=[CH:35][CH:34]=1)#[N:32].C(COC)OC.C([O-])([O-])=O.[Na+].[Na+]. (2) Given the product [O:1]=[C:2]1[CH2:6][N:5]([C:7]([O:9][C:10]([CH3:11])([CH3:12])[CH3:13])=[O:8])[CH2:4][CH:3]1[C:14]([O:16][CH2:17][CH:18]=[CH2:19])=[O:15], predict the reactants needed to synthesize it. The reactants are: [O:1]=[C:2]1[CH2:6][N:5]([C:7]([O:9][C:10]([CH3:13])([CH3:12])[CH3:11])=[O:8])[CH2:4][CH:3]1[C:14]([O:16][CH3:17])=[O:15].[CH2:18](O)[CH:19]=C.C([Sn](=O)CCCC)CCC. (3) Given the product [CH3:33][N:34]([CH3:35])[C:36]([N:1]1[CH2:2][CH:3]([N:5]2[CH:9]=[C:8]([C:10]3[CH:11]=[C:12]4[C:18]([CH:19]([C:21]5[C:26]([Cl:27])=[CH:25][CH:24]=[C:23]([F:28])[C:22]=5[Cl:29])[CH3:20])=[CH:17][NH:16][C:13]4=[N:14][CH:15]=3)[CH:7]=[N:6]2)[CH2:4]1)=[O:40], predict the reactants needed to synthesize it. The reactants are: [NH:1]1[CH2:4][CH:3]([N:5]2[CH:9]=[C:8]([C:10]3[CH:11]=[C:12]4[C:18]([CH:19]([C:21]5[C:26]([Cl:27])=[CH:25][CH:24]=[C:23]([F:28])[C:22]=5[Cl:29])[CH3:20])=[CH:17][NH:16][C:13]4=[N:14][CH:15]=3)[CH:7]=[N:6]2)[CH2:2]1.C(O)=O.[CH3:33][N:34]([C:36]([O:40]N1N=NC2C=CC=CC1=2)=[N+](C)C)[CH3:35].[B-](F)(F)(F)F.CCN(C(C)C)C(C)C. (4) Given the product [C:10]([O:7][CH2:6][C:5]1[CH:8]=[CH:9][C:2]([OH:1])=[CH:3][CH:4]=1)(=[O:13])[CH2:11][CH3:12], predict the reactants needed to synthesize it. The reactants are: [OH:1][C:2]1[CH:9]=[CH:8][C:5]([CH2:6][OH:7])=[CH:4][CH:3]=1.[C:10](O)(=[O:13])[CH2:11][CH3:12]. (5) Given the product [Cl:6][C:7]1[CH:8]=[CH:9][C:10]([F:37])=[C:11]([C:13]2[CH:14]=[CH:15][C:16]([CH2:19][N:20]([CH2:31][C@@H:32]([O:36][C:1](=[O:4])[CH2:2][CH3:3])[C:33]([OH:35])=[O:34])[NH:21][C:22]([C:24]3[O:28][N:27]=[C:26]([O:29][CH3:30])[CH:25]=3)=[O:23])=[CH:17][CH:18]=2)[CH:12]=1, predict the reactants needed to synthesize it. The reactants are: [C:1](Cl)(=[O:4])[CH2:2][CH3:3].[Cl:6][C:7]1[CH:8]=[CH:9][C:10]([F:37])=[C:11]([C:13]2[CH:18]=[CH:17][C:16]([CH2:19][N:20]([CH2:31][C@@H:32]([OH:36])[C:33]([OH:35])=[O:34])[NH:21][C:22]([C:24]3[O:28][N:27]=[C:26]([O:29][CH3:30])[CH:25]=3)=[O:23])=[CH:15][CH:14]=2)[CH:12]=1.CCN(C(C)C)C(C)C.C(Cl)Cl.